This data is from Forward reaction prediction with 1.9M reactions from USPTO patents (1976-2016). The task is: Predict the product of the given reaction. (1) Given the reactants [H-].[Na+].[OH:3][C:4]1[CH:9]=[CH:8][C:7]([CH2:10][S:11][CH2:12][CH2:13][C:14]([O:16][CH2:17][CH3:18])=[O:15])=[CH:6][CH:5]=1.[H][H].[F:21][C:22]1[CH:29]=[CH:28][CH:27]=[CH:26][C:23]=1[CH2:24]Br, predict the reaction product. The product is: [F:21][C:22]1[CH:29]=[CH:28][CH:27]=[CH:26][C:23]=1[CH2:24][O:3][C:4]1[CH:5]=[CH:6][C:7]([CH2:10][S:11][CH2:12][CH2:13][C:14]([O:16][CH2:17][CH3:18])=[O:15])=[CH:8][CH:9]=1. (2) Given the reactants C[O:2][C:3](=[O:23])[C@@H:4]([N:9]1[CH2:13][C:12]([O:14][C:15]2[CH:20]=[CH:19][CH:18]=[CH:17][C:16]=2[Cl:21])=[CH:11][C:10]1=[O:22])[CH2:5][CH:6]([CH3:8])[CH3:7].[OH-].[Na+].Cl.ClCCl, predict the reaction product. The product is: [Cl:21][C:16]1[CH:17]=[CH:18][CH:19]=[CH:20][C:15]=1[O:14][C:12]1[CH2:13][N:9]([C@@H:4]([CH2:5][CH:6]([CH3:8])[CH3:7])[C:3]([OH:23])=[O:2])[C:10](=[O:22])[CH:11]=1. (3) Given the reactants O.[C:2]([OH:6])(=[O:5])[CH:3]=O.[CH3:7][N:8]1[CH2:13][CH2:12][NH:11][CH2:10][CH2:9]1.[C:14]1(B(O)O)[C:23]2[C:18](=[CH:19][CH:20]=[CH:21][CH:22]=2)[CH:17]=[CH:16][CH:15]=1, predict the reaction product. The product is: [CH3:7][N:8]1[CH2:13][CH2:12][N:11]([CH:3]([C:22]2[C:23]3[C:18](=[CH:17][CH:16]=[CH:15][CH:14]=3)[CH:19]=[CH:20][CH:21]=2)[C:2]([OH:6])=[O:5])[CH2:10][CH2:9]1. (4) Given the reactants [CH2:1]([O:3][C:4](=[O:21])[C@@H:5]([O:19][CH3:20])[CH2:6][C:7]1[CH:12]=[CH:11][C:10]([O:13][CH2:14][CH2:15][CH2:16][CH2:17]Br)=[CH:9][CH:8]=1)[CH3:2].[C:22]1([C:28]2[CH:33]=[CH:32][C:31]([OH:34])=[CH:30][CH:29]=2)[CH:27]=[CH:26][CH:25]=[CH:24][CH:23]=1, predict the reaction product. The product is: [CH2:1]([O:3][C:4](=[O:21])[C@@H:5]([O:19][CH3:20])[CH2:6][C:7]1[CH:12]=[CH:11][C:10]([O:13][CH2:14][CH2:15][CH2:16][CH2:17][O:34][C:31]2[CH:30]=[CH:29][C:28]([C:22]3[CH:27]=[CH:26][CH:25]=[CH:24][CH:23]=3)=[CH:33][CH:32]=2)=[CH:9][CH:8]=1)[CH3:2]. (5) Given the reactants [Br:1][C:2]1[C:3]([C:9](=O)[CH2:10][NH:11][C:12](=[O:23])[C:13]2[CH:18]=[CH:17][CH:16]=[CH:15][C:14]=2[C:19]([F:22])([F:21])[F:20])=[N:4][CH:5]=[C:6]([Br:8])[CH:7]=1.Cl.[CH2:26]([O:28][NH2:29])[CH3:27], predict the reaction product. The product is: [Br:1][C:2]1[C:3]([C:9](=[N:29][O:28][CH2:26][CH3:27])[CH2:10][NH:11][C:12](=[O:23])[C:13]2[CH:18]=[CH:17][CH:16]=[CH:15][C:14]=2[C:19]([F:22])([F:21])[F:20])=[N:4][CH:5]=[C:6]([Br:8])[CH:7]=1. (6) Given the reactants [OH:1][C:2]1[CH:3]=[C:4]([CH2:8][CH2:9][C:10]([O:12][CH3:13])=[O:11])[CH:5]=[CH:6][CH:7]=1.C(=O)([O-])[O-].[Cs+].[Cs+].[Br:20][C:21]1[CH:26]=[CH:25][C:24]([CH2:27]Cl)=[CH:23][C:22]=1[CH3:29], predict the reaction product. The product is: [Br:20][C:21]1[CH:26]=[CH:25][C:24]([CH2:27][O:1][C:2]2[CH:3]=[C:4]([CH2:8][CH2:9][C:10]([O:12][CH3:13])=[O:11])[CH:5]=[CH:6][CH:7]=2)=[CH:23][C:22]=1[CH3:29].